Dataset: Full USPTO retrosynthesis dataset with 1.9M reactions from patents (1976-2016). Task: Predict the reactants needed to synthesize the given product. (1) Given the product [Cl:1][C:2]1[CH:17]=[CH:16][C:5]([O:6][C@H:7]([CH3:15])[CH2:8][CH2:9][O:10][C:34]2[CH:35]=[CH:36][C:31]([CH2:30][CH2:29][C:28]([OH:42])=[O:27])=[C:32]([C:38]([F:39])([F:41])[F:40])[CH:33]=2)=[C:4]([O:18][C:19]2[CH:24]=[CH:23][CH:22]=[CH:21][CH:20]=2)[CH:3]=1, predict the reactants needed to synthesize it. The reactants are: [Cl:1][C:2]1[CH:17]=[CH:16][C:5]([O:6][C@H:7]([CH3:15])[CH2:8][CH2:9][O:10]S(C)(=O)=O)=[C:4]([O:18][C:19]2[CH:24]=[CH:23][CH:22]=[CH:21][CH:20]=2)[CH:3]=1.C([O:27][C:28](=[O:42])[CH2:29][CH2:30][C:31]1[CH:36]=[CH:35][C:34](O)=[CH:33][C:32]=1[C:38]([F:41])([F:40])[F:39])C. (2) Given the product [Cl-:36].[CH2:1]([O:8][C:9]([CH:10]([P+:22]([C:23]1[CH:24]=[CH:25][CH:26]=[CH:27][CH:28]=1)([C:29]1[CH:34]=[CH:33][CH:32]=[CH:31][CH:30]=1)[C:16]1[CH:17]=[CH:18][CH:19]=[CH:20][CH:21]=1)[O:13][CH3:14])=[O:15])[C:2]1[CH:3]=[CH:4][CH:5]=[CH:6][CH:7]=1, predict the reactants needed to synthesize it. The reactants are: [CH2:1]([O:8][C:9](=[O:15])[CH:10]([O:13][CH3:14])OC)[C:2]1[CH:7]=[CH:6][CH:5]=[CH:4][CH:3]=1.[C:16]1([P:22]([C:29]2[CH:34]=[CH:33][CH:32]=[CH:31][CH:30]=2)[C:23]2[CH:28]=[CH:27][CH:26]=[CH:25][CH:24]=2)[CH:21]=[CH:20][CH:19]=[CH:18][CH:17]=1.C(Cl)[Cl:36]. (3) Given the product [NH2:1][C:2]1[N:3]=[C:4]([Cl:23])[C:5]2=[C:6]([N:8]([CH2:12][C:13]3[C:18]([CH3:19])=[C:17]([O:20][CH3:21])[C:16]([CH3:22])=[CH:15][N:14]=3)[C:9](=[O:11])/[C:10]/2=[CH:35]\[C:33]2[NH:34][C:30]([CH2:29][CH2:28][CH2:27][N:26]([CH2:37][CH3:38])[CH2:24][CH3:25])=[CH:31][CH:32]=2)[N:7]=1, predict the reactants needed to synthesize it. The reactants are: [NH2:1][C:2]1[N:3]=[C:4]([Cl:23])[C:5]2[CH2:10][C:9](=[O:11])[N:8]([CH2:12][C:13]3[C:18]([CH3:19])=[C:17]([O:20][CH3:21])[C:16]([CH3:22])=[CH:15][N:14]=3)[C:6]=2[N:7]=1.[CH2:24]([N:26]([CH2:37][CH3:38])[CH2:27][CH2:28][CH2:29][C:30]1[NH:34][C:33]([CH:35]=O)=[CH:32][CH:31]=1)[CH3:25].N1CCCCC1. (4) Given the product [CH2:28]([O:30][C:31](=[O:51])[CH2:32][C:33]1([C:36]2[CH:41]=[CH:40][C:39]([C:2]3[CH:7]=[CH:6][C:5]([C:8]4[O:12][N:11]=[C:10]([CH3:13])[C:9]=4[CH:14]([OH:27])[CH2:15][CH2:16]/[CH:17]=[CH:18]/[C:19]4[CH:24]=[CH:23][C:22]([Cl:25])=[C:21]([Cl:26])[CH:20]=4)=[CH:4][CH:3]=3)=[CH:38][CH:37]=2)[CH2:35][CH2:34]1)[CH3:29], predict the reactants needed to synthesize it. The reactants are: Br[C:2]1[CH:7]=[CH:6][C:5]([C:8]2[O:12][N:11]=[C:10]([CH3:13])[C:9]=2[CH:14]([OH:27])[CH2:15][CH2:16]/[CH:17]=[CH:18]/[C:19]2[CH:24]=[CH:23][C:22]([Cl:25])=[C:21]([Cl:26])[CH:20]=2)=[CH:4][CH:3]=1.[CH2:28]([O:30][C:31](=[O:51])[CH2:32][C:33]1([C:36]2[CH:41]=[CH:40][C:39](B3OC(C)(C)C(C)(C)O3)=[CH:38][CH:37]=2)[CH2:35][CH2:34]1)[CH3:29]. (5) Given the product [CH2:1]([O:3][C:4](=[O:22])[C:5]1[CH:10]=[CH:9][C:8]([O:11][C:12]2[C:17]([NH2:18])=[CH:16][N:15]=[C:14]([Cl:21])[N:13]=2)=[CH:7][CH:6]=1)[CH3:2], predict the reactants needed to synthesize it. The reactants are: [CH2:1]([O:3][C:4](=[O:22])[C:5]1[CH:10]=[CH:9][C:8]([O:11][C:12]2[C:17]([N+:18]([O-])=O)=[CH:16][N:15]=[C:14]([Cl:21])[N:13]=2)=[CH:7][CH:6]=1)[CH3:2]. (6) Given the product [NH2:8][C:5]1[N:6]=[CH:7][C:2]([N:26]2[CH:31]=[CH:30][C:29](=[O:32])[CH:28]=[CH:27]2)=[N:3][C:4]=1[C:9]1[O:10][C:11]([C:14]2[CH:19]=[CH:18][CH:17]=[CH:16][CH:15]=2)=[N:12][N:13]=1, predict the reactants needed to synthesize it. The reactants are: Br[C:2]1[N:3]=[C:4]([C:9]2[O:10][C:11]([C:14]3[CH:19]=[CH:18][CH:17]=[CH:16][CH:15]=3)=[N:12][N:13]=2)[C:5]([NH2:8])=[N:6][CH:7]=1.C(=O)([O-])[O-].[Cs+].[Cs+].[N:26]1[CH:31]=[CH:30][C:29]([OH:32])=[CH:28][CH:27]=1. (7) The reactants are: [C:1]([C:3]1[CH:8]=[CH:7][CH:6]=[CH:5][C:4]=1[C:9]1[CH:14]=[CH:13][C:12]([CH2:15][CH:16]([C:22](=O)[CH2:23][CH2:24][CH3:25])[C:17](OCC)=[O:18])=[CH:11][CH:10]=1)#[N:2].S(O)(O)(=O)=O.[CH3:32][N:33]([CH3:37])[C:34]([NH2:36])=[NH:35].[O-]CC.[Na+].C(O)C. Given the product [CH3:32][N:33]([CH3:37])[C:34]1[NH:36][C:17](=[O:18])[C:16]([CH2:15][C:12]2[CH:13]=[CH:14][C:9]([C:4]3[C:3]([C:1]#[N:2])=[CH:8][CH:7]=[CH:6][CH:5]=3)=[CH:10][CH:11]=2)=[C:22]([CH2:23][CH2:24][CH3:25])[N:35]=1, predict the reactants needed to synthesize it.